This data is from Reaction yield outcomes from USPTO patents with 853,638 reactions. The task is: Predict the reaction yield, written as a fraction of the theoretical maximum amount of product (1.0 means a 100% yield; for example, 0.34 means a 34% yield). The reactants are [CH3:1][O:2][C:3](=[O:21])[C@H:4]([CH2:13][C:14]1[CH:19]=[CH:18][C:17]([OH:20])=[CH:16][CH:15]=1)[NH:5][C:6]([O:8][C:9]([CH3:12])([CH3:11])[CH3:10])=[O:7].C(N(CC)CC)C.[CH3:29][S:30](Cl)(=[O:32])=[O:31]. The catalyst is C1(C)C=CC=CC=1. The product is [CH3:1][O:2][C:3](=[O:21])[C@H:4]([CH2:13][C:14]1[CH:19]=[CH:18][C:17]([O:20][S:30]([CH3:29])(=[O:32])=[O:31])=[CH:16][CH:15]=1)[NH:5][C:6]([O:8][C:9]([CH3:12])([CH3:10])[CH3:11])=[O:7]. The yield is 0.960.